This data is from Cav3 T-type calcium channel HTS with 100,875 compounds. The task is: Binary Classification. Given a drug SMILES string, predict its activity (active/inactive) in a high-throughput screening assay against a specified biological target. (1) The compound is s1\c(n(c2ccc(cc2)C(OCC)=O)c(=O)cc1C(OC)=O)=N/c1ccc(cc1)C(OCC)=O. The result is 0 (inactive). (2) The drug is O1c2c3C(N(CCc3cc(OC)c2O)C)Cc2cc(Oc3cc4C(N(CCc4cc3OC)C)Cc3ccc1cc3)c(O)cc2. The result is 0 (inactive).